Dataset: Forward reaction prediction with 1.9M reactions from USPTO patents (1976-2016). Task: Predict the product of the given reaction. (1) The product is: [CH3:38][C:33]1[C:32]([NH:29][C:30](=[O:31])[NH:1][C:2]2[CH:7]=[CH:6][C:5]([N:8]3[CH2:13][CH2:12][CH:11]([N:14]([C:22]4[CH:23]=[CH:24][CH:25]=[CH:26][CH:27]=4)[C:15](=[O:21])[CH:16]([CH2:19][CH3:20])[CH2:17][CH3:18])[CH2:10][CH2:9]3)=[C:4]([F:28])[CH:3]=2)=[C:36]([CH3:37])[O:35][N:34]=1. Given the reactants [NH2:1][C:2]1[CH:7]=[CH:6][C:5]([N:8]2[CH2:13][CH2:12][CH:11]([N:14]([C:22]3[CH:27]=[CH:26][CH:25]=[CH:24][CH:23]=3)[C:15](=[O:21])[CH:16]([CH2:19][CH3:20])[CH2:17][CH3:18])[CH2:10][CH2:9]2)=[C:4]([F:28])[CH:3]=1.[N:29]([C:32]1[C:33]([CH3:38])=[N:34][O:35][C:36]=1[CH3:37])=[C:30]=[O:31], predict the reaction product. (2) The product is: [OH:9][CH2:8][C:6]1[CH:7]=[C:2]([CH:3]=[C:4]([CH2:10][OH:11])[CH:5]=1)[O:1][CH2:13][CH2:14][CH2:15][CH2:16][N:17]1[C:25](=[O:26])[C:24]2[C:19](=[CH:20][CH:21]=[CH:22][CH:23]=2)[C:18]1=[O:27]. Given the reactants [OH:1][C:2]1[CH:3]=[C:4]([CH2:10][OH:11])[CH:5]=[C:6]([CH2:8][OH:9])[CH:7]=1.Br[CH2:13][CH2:14][CH2:15][CH2:16][N:17]1[C:25](=[O:26])[C:24]2[C:19](=[CH:20][CH:21]=[CH:22][CH:23]=2)[C:18]1=[O:27].C(=O)([O-])[O-].[K+].[K+], predict the reaction product. (3) Given the reactants [C:1]1([O:7][C:8]2[CH:13]=[CH:12][C:11]([C:14]3[C:22]4[C:21](Cl)=[N:20][CH:19]=[N:18][C:17]=4[N:16]([C@H:24]4[CH2:29][CH2:28][C@H:27]([N:30]5[CH2:35][CH2:34][N:33]([CH3:36])[CH2:32][CH2:31]5)[CH2:26][CH2:25]4)[CH:15]=3)=[CH:10][C:9]=2[F:37])[CH:6]=[CH:5][CH:4]=[CH:3][CH:2]=1.[C:38]([OH:41])(=[O:40])[CH3:39].COC1C=C(C2C3C(N)=NC=NC=3[N:59]([C@H]3CC[C@H](N4CCN(C)CC4)CC3)C=2)C=CC=1OC1C=CC=CC=1.CO[C@@H]1[C@@H:95]([C:96]([O:98]C)=[O:97])[C@@H]2[C@@H](CN3[C@H](C2)C2NC4C=C(OC)C=CC=4C=2CC3)C[C@H]1[O:98][C:96]([C:95]1C=C(OC)C(OC)=C(OC)C=1)=[O:97], predict the reaction product. The product is: [C:38]([OH:41])(=[O:40])[CH3:39].[C:96]([OH:98])(=[O:97])[CH3:95].[F:37][C:9]1[CH:10]=[C:11]([C:14]2[C:22]3[C:21]([NH2:59])=[N:20][CH:19]=[N:18][C:17]=3[N:16]([C@H:24]3[CH2:29][CH2:28][C@H:27]([N:30]4[CH2:35][CH2:34][N:33]([CH3:36])[CH2:32][CH2:31]4)[CH2:26][CH2:25]3)[CH:15]=2)[CH:12]=[CH:13][C:8]=1[O:7][C:1]1[CH:6]=[CH:5][CH:4]=[CH:3][CH:2]=1. (4) Given the reactants Cl[C:2]1[CH:7]=[C:6]([Cl:8])[N:5]=[CH:4][N:3]=1.[CH3:9][O:10][CH2:11][CH2:12][NH:13][CH3:14], predict the reaction product. The product is: [Cl:8][C:6]1[N:5]=[CH:4][N:3]=[C:2]([N:13]([CH2:12][CH2:11][O:10][CH3:9])[CH3:14])[CH:7]=1. (5) The product is: [Br:6][C:7]1[CH:14]=[CH:13][CH:12]=[CH:11][C:8]=1[CH2:9][N:10]=[C:1]=[S:2]. Given the reactants [C:1](Cl)(Cl)=[S:2].Cl.[Br:6][C:7]1[CH:14]=[CH:13][CH:12]=[CH:11][C:8]=1[CH2:9][NH2:10].CCN(C(C)C)C(C)C.[OH-].[Na+], predict the reaction product. (6) Given the reactants [Cl:1][C:2]1[CH:3]=[C:4]([CH2:9][C:10]([C:12]2[CH:17]=[CH:16][CH:15]=[CH:14][CH:13]=2)=O)[CH:5]=[CH:6][C:7]=1[Cl:8].[CH2:18]([O:20][C:21]1[CH:22]=[C:23]([CH:26]=[C:27]([N+:30]([O-:32])=[O:31])[C:28]=1[OH:29])[CH:24]=O)[CH3:19].[NH2:33][C:34]([NH2:36])=[O:35].Cl, predict the reaction product. The product is: [Cl:1][C:2]1[CH:3]=[C:4]([C:9]2[CH:24]([C:23]3[CH:26]=[C:27]([N+:30]([O-:32])=[O:31])[C:28]([OH:29])=[C:21]([O:20][CH2:18][CH3:19])[CH:22]=3)[NH:33][C:34](=[O:35])[NH:36][C:10]=2[C:12]2[CH:17]=[CH:16][CH:15]=[CH:14][CH:13]=2)[CH:5]=[CH:6][C:7]=1[Cl:8]. (7) Given the reactants Cl.[O:2]([C:9]1[CH:16]=[CH:15][C:12]([CH2:13][NH2:14])=[CH:11][CH:10]=1)[C:3]1[CH:8]=[CH:7][CH:6]=[CH:5][CH:4]=1.[CH3:17][O:18][C:19]1[CH:20]=[C:21]([CH2:29][CH2:30][C:31](O)=[O:32])[CH:22]=[CH:23][C:24]=1[O:25][CH2:26][C:27]#[CH:28].CCN=C=NCCCN(C)C.N1C=CC=CC=1, predict the reaction product. The product is: [O:2]([C:9]1[CH:10]=[CH:11][C:12]([CH2:13][NH:14][C:31](=[O:32])[CH2:30][CH2:29][C:21]2[CH:22]=[CH:23][C:24]([O:25][CH2:26][C:27]#[CH:28])=[C:19]([O:18][CH3:17])[CH:20]=2)=[CH:15][CH:16]=1)[C:3]1[CH:4]=[CH:5][CH:6]=[CH:7][CH:8]=1.